This data is from Catalyst prediction with 721,799 reactions and 888 catalyst types from USPTO. The task is: Predict which catalyst facilitates the given reaction. Product: [F:1][C:2]1[CH:3]=[C:4]2[C:8](=[CH:9][CH:10]=1)[N:7]([C:13]([O:15][C:16]([CH3:19])([CH3:18])[CH3:17])=[O:14])[CH:6]=[C:5]2[CH:11]=[O:12]. Reactant: [F:1][C:2]1[CH:3]=[C:4]2[C:8](=[CH:9][CH:10]=1)[NH:7][CH:6]=[C:5]2[CH:11]=[O:12].[C:13](O[C:13]([O:15][C:16]([CH3:19])([CH3:18])[CH3:17])=[O:14])([O:15][C:16]([CH3:19])([CH3:18])[CH3:17])=[O:14].C([O-])([O-])=O.[Na+].[Na+]. The catalyst class is: 1.